This data is from Reaction yield outcomes from USPTO patents with 853,638 reactions. The task is: Predict the reaction yield, written as a fraction of the theoretical maximum amount of product (1.0 means a 100% yield; for example, 0.34 means a 34% yield). (1) The reactants are [OH-].[K+].[CH3:3][C:4]1[CH:9]=[CH:8][CH:7]=[C:6]([CH3:10])[C:5]=1[OH:11].C1OCCOCCOCCOCCOCCOC1.Cl[CH2:31][C:32]1[C:33]2[N:34]([C:38]([CH3:42])=[C:39]([CH3:41])[N:40]=2)[CH:35]=[CH:36][CH:37]=1.[I-].[Na+]. The catalyst is COCCOC.CO.CN(C)C=O. The product is [CH3:3][C:4]1[CH:9]=[CH:8][CH:7]=[C:6]([CH3:10])[C:5]=1[O:11][CH2:31][C:32]1[C:33]2[N:34]([C:38]([CH3:42])=[C:39]([CH3:41])[N:40]=2)[CH:35]=[CH:36][CH:37]=1. The yield is 0.780. (2) The reactants are S(=O)(=O)(O)[OH:2].N(=[CH:8][C:9]([NH:11][C:12]1[CH:19]=[CH:18][C:15]([O:16][CH3:17])=[CH:14][CH:13]=1)=[O:10])O. The yield is 0.650. The catalyst is O. The product is [CH3:17][O:16][C:15]1[CH:14]=[C:13]2[C:12](=[CH:19][CH:18]=1)[NH:11][C:9](=[O:10])[C:8]2=[O:2]. (3) The reactants are C[O:2][C:3]([C:5]1[N:6]([NH2:11])[CH:7]=[C:8]([Br:10])[CH:9]=1)=O.[CH:12]([NH2:14])=O. The catalyst is C(OCC)(=O)C. The product is [Br:10][C:8]1[CH:9]=[C:5]2[N:6]([CH:7]=1)[N:11]=[CH:12][NH:14][C:3]2=[O:2]. The yield is 0.500. (4) The reactants are [N:1]1([C:11]([O:13][C:14]([CH3:17])([CH3:16])[CH3:15])=[O:12])[CH2:6][CH2:5][CH:4]([C:7]([O:9][CH3:10])=[O:8])[CH2:3][CH2:2]1.[Li+].CC([N-]C(C)C)C.CCC[CH2:29][CH2:30][CH2:31][CH3:32].[CH2:30]1[CH2:29]O[CH2:32][CH2:31]1.C(C1C=CC=CC=1)C.C1(CBr)CC1. The catalyst is C1COCC1. The product is [CH:31]1([CH2:32][C:4]2([C:7]([O:9][CH3:10])=[O:8])[CH2:3][CH2:2][N:1]([C:11]([O:13][C:14]([CH3:17])([CH3:16])[CH3:15])=[O:12])[CH2:6][CH2:5]2)[CH2:29][CH2:30]1. The yield is 0.670. (5) The reactants are [NH2:1][C:2]1[N:7]=[C:6]([NH:8][C@H:9]([C:11]2[N:16]=[C:15]3[CH:17]=[CH:18][N:19]([CH3:20])[C:14]3=[CH:13][C:12]=2[N:21]2[CH2:26][CH2:25][CH2:24][C@H:23]([N:27]3C(=O)C4C(=CC=CC=4)C3=O)[CH2:22]2)[CH3:10])[C:5]([C:38]#[N:39])=[C:4]([CH3:40])[N:3]=1.O.NN. The catalyst is C(O)C.C(#N)C. The product is [NH2:1][C:2]1[N:7]=[C:6]([NH:8][C@H:9]([C:11]2[N:16]=[C:15]3[CH:17]=[CH:18][N:19]([CH3:20])[C:14]3=[CH:13][C:12]=2[N:21]2[CH2:26][CH2:25][CH2:24][C@H:23]([NH2:27])[CH2:22]2)[CH3:10])[C:5]([C:38]#[N:39])=[C:4]([CH3:40])[N:3]=1. The yield is 0.460. (6) The reactants are [CH:1]1[CH:2]=[C:3]([N:9]2[CH2:14][CH2:13][N:12]([CH2:15][CH2:16][CH2:17][CH2:18][O:19][C:20]3[CH:21]=[CH:22][C:23]4[CH2:30][CH2:29][C:27](=[O:28])[NH:26][C:24]=4[CH:25]=3)[CH2:11][CH2:10]2)[C:4]([Cl:8])=[C:5]([Cl:7])[CH:6]=1.C([O-])(=O)/C=C\C([O-])=O.C1(C)C=CC=CC=1.[OH-].[Na+]. The catalyst is O. The product is [CH:1]1[CH:2]=[C:3]([N:9]2[CH2:14][CH2:13][N:12]([CH2:15][CH2:16][CH2:17][CH2:18][O:19][C:20]3[CH:21]=[CH:22][C:23]4[CH2:30][CH2:29][C:27](=[O:28])[NH:26][C:24]=4[CH:25]=3)[CH2:11][CH2:10]2)[C:4]([Cl:8])=[C:5]([Cl:7])[CH:6]=1. The yield is 0.910. (7) The reactants are [NH2:1][C:2]1[CH:7]=[CH:6][C:5]([CH2:8][C:9]([O:11][CH3:12])=[O:10])=[CH:4][C:3]=1[Br:13].[Cl:14][C:15]1[CH:20]=[CH:19][CH:18]=[CH:17][C:16]=1[N:21]=[C:22]=[O:23].CCN(CC)CC. The catalyst is C1COCC1. The product is [Br:13][C:3]1[CH:4]=[C:5]([CH2:8][C:9]([O:11][CH3:12])=[O:10])[CH:6]=[CH:7][C:2]=1[NH:1][C:22]([NH:21][C:16]1[CH:17]=[CH:18][CH:19]=[CH:20][C:15]=1[Cl:14])=[O:23]. The yield is 0.740. (8) The reactants are Cl[CH2:2][C:3]1[N:4]=[C:5]([C:9]2[O:10][CH:11]=[CH:12][CH:13]=2)[O:6][C:7]=1[CH3:8].[OH:14][C:15]1[CH:41]=[CH:40][C:18]([CH2:19][O:20]/[N:21]=[C:22](/[C:34]2[CH:39]=[CH:38][CH:37]=[CH:36][CH:35]=2)\[CH2:23][CH2:24][CH2:25][CH2:26][CH2:27][CH2:28][C:29]([O:31][CH2:32][CH3:33])=[O:30])=[CH:17][CH:16]=1.C(=O)([O-])[O-].[K+].[K+].CN(C)C=O. The catalyst is C(OCC)(=O)C.CCCCCC.O. The product is [O:10]1[CH:11]=[CH:12][CH:13]=[C:9]1[C:5]1[O:6][C:7]([CH3:8])=[C:3]([CH2:2][O:14][C:15]2[CH:16]=[CH:17][C:18]([CH2:19][O:20]/[N:21]=[C:22](/[C:34]3[CH:35]=[CH:36][CH:37]=[CH:38][CH:39]=3)\[CH2:23][CH2:24][CH2:25][CH2:26][CH2:27][CH2:28][C:29]([O:31][CH2:32][CH3:33])=[O:30])=[CH:40][CH:41]=2)[N:4]=1. The yield is 0.840. (9) The reactants are [CH3:1][O:2][C:3]1[CH:8]=[CH:7][C:6]([C:9]2[NH:13][N:12]=[C:11]([NH2:14])[CH:10]=2)=[CH:5][CH:4]=1.C(N(CC)C(C)C)(C)C.Br[CH2:25][CH2:26][CH2:27][CH2:28][C:29](Cl)=[O:30].[I-].[Na+].[C:34]([N:37]1[CH2:43][CH2:42][CH2:41][NH:40][CH2:39][CH2:38]1)(=[O:36])[CH3:35]. The catalyst is CN(C)C=O. The product is [C:34]([N:37]1[CH2:43][CH2:42][CH2:41][N:40]([CH2:25][CH2:26][CH2:27][CH2:28][C:29]([NH:14][C:11]2[CH:10]=[C:9]([C:6]3[CH:5]=[CH:4][C:3]([O:2][CH3:1])=[CH:8][CH:7]=3)[NH:13][N:12]=2)=[O:30])[CH2:39][CH2:38]1)(=[O:36])[CH3:35]. The yield is 0.990.